From a dataset of Reaction yield outcomes from USPTO patents with 853,638 reactions. Predict the reaction yield, written as a fraction of the theoretical maximum amount of product (1.0 means a 100% yield; for example, 0.34 means a 34% yield). (1) The reactants are [Cl:1][C:2]1[CH:7]=[CH:6][N:5]=[C:4]2[N:8](CC3C=CC(OC)=CC=3)[N:9]=[CH:10][C:3]=12.C(O)(C(F)(F)F)=O. No catalyst specified. The product is [Cl:1][C:2]1[CH:7]=[CH:6][N:5]=[C:4]2[NH:8][N:9]=[CH:10][C:3]=12. The yield is 1.00. (2) The reactants are C([O:3][C:4]([C:6]1[C:7]([C:22]([F:25])([F:24])[F:23])=[CH:8][C:9]([N:12]2[C:16](=[O:17])[C:15]([CH3:18])=[C:14]([O:19][CH3:20])[CH:13]2[OH:21])=[N:10][CH:11]=1)=[CH2:5])C.Cl.C(=O)(O)[O-].[Na+]. The catalyst is CC(C)=O. The product is [C:4]([C:6]1[C:7]([C:22]([F:25])([F:23])[F:24])=[CH:8][C:9]([N:12]2[C:16](=[O:17])[C:15]([CH3:18])=[C:14]([O:19][CH3:20])[CH:13]2[OH:21])=[N:10][CH:11]=1)(=[O:3])[CH3:5]. The yield is 0.820. (3) The reactants are C1(N=C=NC2CCCCC2)CCCCC1.[C:16]([O:20][CH2:21][CH2:22][CH2:23][CH2:24][CH2:25][CH2:26][CH2:27][CH2:28][CH2:29][CH2:30][CH2:31][C:32]1[CH:37]=[CH:36][C:35]([OH:38])=[CH:34][CH:33]=1)(=[O:19])[CH:17]=[CH2:18].[CH2:39]([C:45]1[CH:50]=[CH:49][CH:48]=[CH:47][C:46]=1O)[CH2:40][CH2:41][CH2:42][CH2:43][CH3:44].[C@H:52]1([C:61](O)=[O:62])[CH2:57][CH2:56][C@H:55]([C:58]([OH:60])=[O:59])[CH2:54][CH2:53]1. The catalyst is ClCCl. The product is [CH2:39]([C:45]1[CH:50]=[CH:49][C:48]([O:60][C:58]([CH:55]2[CH2:56][CH2:57][CH:52]([C:61]([O:38][C:35]3[CH:34]=[CH:33][C:32]([CH2:31][CH2:30][CH2:29][CH2:28][CH2:27][CH2:26][CH2:25][CH2:24][CH2:23][CH2:22][CH2:21][O:20][C:16](=[O:19])[CH:17]=[CH2:18])=[CH:37][CH:36]=3)=[O:62])[CH2:53][CH2:54]2)=[O:59])=[CH:47][CH:46]=1)[CH2:40][CH2:41][CH2:42][CH2:43][CH3:44]. The yield is 0.250. (4) The reactants are Br[C:2]1[CH:7]=[CH:6][C:5]([CH3:8])=[CH:4][N:3]=1.[O-]P([O-])([O-])=O.[K+].[K+].[K+].[CH3:17][O:18][C:19](=[O:38])[C:20]1[CH:25]=[C:24](B2OC(C)(C)C(C)(C)O2)[CH:23]=[C:22]([N+:35]([O-:37])=[O:36])[CH:21]=1. The catalyst is COCCOC.O.C1C=CC([P]([Pd]([P](C2C=CC=CC=2)(C2C=CC=CC=2)C2C=CC=CC=2)([P](C2C=CC=CC=2)(C2C=CC=CC=2)C2C=CC=CC=2)[P](C2C=CC=CC=2)(C2C=CC=CC=2)C2C=CC=CC=2)(C2C=CC=CC=2)C2C=CC=CC=2)=CC=1. The product is [CH3:17][O:18][C:19](=[O:38])[C:20]1[CH:21]=[C:22]([N+:35]([O-:37])=[O:36])[CH:23]=[C:24]([C:2]2[CH:7]=[CH:6][C:5]([CH3:8])=[CH:4][N:3]=2)[CH:25]=1. The yield is 0.400. (5) The reactants are [OH-].[Na+].C[O:4][C:5]([C:7]1[CH:12]=[CH:11][C:10]([C:13]2[CH:18]=[CH:17][C:16]([C:19]([F:22])([F:21])[F:20])=[CH:15][CH:14]=2)=[C:9]([CH3:23])[CH:8]=1)=[O:6]. The catalyst is CO. The product is [CH3:23][C:9]1[CH:8]=[C:7]([C:5]([OH:6])=[O:4])[CH:12]=[CH:11][C:10]=1[C:13]1[CH:18]=[CH:17][C:16]([C:19]([F:20])([F:21])[F:22])=[CH:15][CH:14]=1. The yield is 0.960.